Dataset: Catalyst prediction with 721,799 reactions and 888 catalyst types from USPTO. Task: Predict which catalyst facilitates the given reaction. (1) The catalyst class is: 4. Product: [C:11]([C:13]1[CH:14]=[CH:15][C:16]([CH2:19][CH2:20][CH2:21][N:22]([CH2:28][CH:29]=[O:30])[C:23]([N:25]([CH3:26])[CH3:27])=[O:24])=[CH:17][CH:18]=1)#[N:12]. Reactant: C(Cl)(=O)C(Cl)=O.CS(C)=O.[C:11]([C:13]1[CH:18]=[CH:17][C:16]([CH2:19][CH2:20][CH2:21][N:22]([CH2:28][CH2:29][OH:30])[C:23]([N:25]([CH3:27])[CH3:26])=[O:24])=[CH:15][CH:14]=1)#[N:12].C(N(CC)CC)C. (2) Reactant: [CH3:1][O:2][C:3]1[CH:4]=[C:5]([CH:12]=[CH:13][C:14]=1[N:15]1[CH:19]=[C:18]([CH3:20])[N:17]=[CH:16]1)[C:6]([NH:8][CH2:9][C:10]#[CH:11])=[O:7].N1C=CC=CC=1.F[B-](F)(F)F.[N:32]1([O:41]C(N(C)C)=[N+](C)C)[C:36]2[CH:37]=[CH:38][CH:39]=[CH:40][C:35]=2[N:34]=[N:33]1.[ClH:49].CO[C:52]1[CH:53]=[C:54]([CH:58]=[CH:59][C:60]=1N1C=C(C)N=C1)[C:55](O)=O.C(N)C#C. Product: [Cl:49][C:52]1[CH:53]=[C:54]([C:55]2[CH:11]=[C:10]([CH2:9][NH:8][C:6](=[O:7])[C:5]3[CH:12]=[CH:13][C:14]([N:15]4[CH:19]=[C:18]([CH3:20])[N:17]=[CH:16]4)=[C:3]([O:2][CH3:1])[CH:4]=3)[O:41][N:32]=2)[CH:58]=[CH:59][CH:60]=1.[N:32]1([OH:41])[C:36]2[CH:37]=[CH:38][CH:39]=[CH:40][C:35]=2[N:34]=[N:33]1. The catalyst class is: 9. (3) Reactant: [N+:1]([C:4]1[CH:12]=[C:11]([NH2:13])[CH:10]=[CH:9][C:5]=1[C:6]([OH:8])=[O:7])([O-:3])=[O:2].[CH2:14](Cl)Cl.CO. Product: [N+:1]([C:4]1[CH:12]=[C:11]([NH2:13])[CH:10]=[CH:9][C:5]=1[C:6]([O:8][CH3:14])=[O:7])([O-:3])=[O:2]. The catalyst class is: 820. (4) Reactant: [I:1][C:2]1[C:10]2[C:9]([NH2:11])=[N:8][CH:7]=[N:6][C:5]=2[N:4]([C:12]2[CH:17]=[CH:16][CH:15]=[C:14]([N+:18]([O-:20])=[O:19])[CH:13]=2)[CH:3]=1.C1C(=O)N([Cl:28])C(=O)C1. Product: [Cl:28][C:3]1[N:4]([C:12]2[CH:17]=[CH:16][CH:15]=[C:14]([N+:18]([O-:20])=[O:19])[CH:13]=2)[C:5]2[N:6]=[CH:7][N:8]=[C:9]([NH2:11])[C:10]=2[C:2]=1[I:1]. The catalyst class is: 3. (5) The catalyst class is: 4. Reactant: [CH3:1][S:2](Cl)(=[O:4])=[O:3].[OH:6][CH2:7][CH:8]1[CH2:13][O:12][C:11]2[CH:14]=[CH:15][C:16]([C:18]#[N:19])=[CH:17][C:10]=2[O:9]1.N1C=CC=CC=1. Product: [CH3:1][S:2]([O:6][CH2:7][CH:8]1[O:9][C:10]2[CH:17]=[C:16]([C:18]#[N:19])[CH:15]=[CH:14][C:11]=2[O:12][CH2:13]1)(=[O:4])=[O:3]. (6) Reactant: [H-].[Na+].[CH3:3][C:4]1([CH3:13])[O:8][C@@H:7]([CH2:9][OH:10])[C@H:6]([CH2:11][OH:12])[O:5]1.[CH2:14](Br)[C:15]1[CH:20]=[CH:19][CH:18]=[CH:17][CH:16]=1.C(O)(=O)C. Product: [CH2:14]([O:12][CH2:11][C@@H:6]1[O:5][C:4]([CH3:13])([CH3:3])[O:8][C@H:7]1[CH2:9][OH:10])[C:15]1[CH:20]=[CH:19][CH:18]=[CH:17][CH:16]=1. The catalyst class is: 9.